Dataset: Peptide-MHC class I binding affinity with 185,985 pairs from IEDB/IMGT. Task: Regression. Given a peptide amino acid sequence and an MHC pseudo amino acid sequence, predict their binding affinity value. This is MHC class I binding data. (1) The peptide sequence is AVFDGCVVY. The MHC is HLA-B27:05 with pseudo-sequence HLA-B27:05. The binding affinity (normalized) is 0.0847. (2) The peptide sequence is WLMWFIISIV. The MHC is HLA-A02:01 with pseudo-sequence HLA-A02:01. The binding affinity (normalized) is 0.678. (3) The peptide sequence is IRSAEVVSR. The MHC is HLA-A80:01 with pseudo-sequence YFAMYEENVAHTNANTLYIIYRDYTWARLAYEGY. The binding affinity (normalized) is 0.0847. (4) The peptide sequence is IVKQGRDAL. The MHC is HLA-A03:01 with pseudo-sequence HLA-A03:01. The binding affinity (normalized) is 0.0847.